The task is: Predict the reactants needed to synthesize the given product.. This data is from Full USPTO retrosynthesis dataset with 1.9M reactions from patents (1976-2016). (1) Given the product [O:1]=[C:2]([OH:14])[C@@H:3]([C@H:5]([C@H:7]([C@@H:9]([C:11]([OH:13])=[O:12])[OH:10])[OH:8])[OH:6])[OH:4].[CH3:15][NH:16][C@@H:17]([CH2:19]/[CH:20]=[CH:21]/[C:22]1[CH:23]=[N:24][CH:25]=[CH:26][CH:27]=1)[CH3:18].[CH3:15][NH:16][C@@H:17]([CH2:19]/[CH:20]=[CH:21]/[C:22]1[CH:23]=[N:24][CH:25]=[CH:26][CH:27]=1)[CH3:18], predict the reactants needed to synthesize it. The reactants are: [O:1]=[C:2]([OH:14])[C@@H:3]([C@H:5]([C@H:7]([C@@H:9]([C:11]([OH:13])=[O:12])[OH:10])[OH:8])[OH:6])[OH:4].[CH3:15][NH:16][C@@H:17]([CH2:19]/[CH:20]=[CH:21]/[C:22]1[CH:23]=[N:24][CH:25]=[CH:26][CH:27]=1)[CH3:18].CC(O)C. (2) Given the product [Br:1][C:2]1[C:3]([N:10]2[CH2:15][CH2:14][NH:13][CH2:12][CH2:11]2)=[N:4][C:5]([CH3:8])=[CH:6][CH:7]=1, predict the reactants needed to synthesize it. The reactants are: [Br:1][C:2]1[C:3](Cl)=[N:4][C:5]([CH3:8])=[CH:6][CH:7]=1.[NH:10]1[CH2:15][CH2:14][NH:13][CH2:12][CH2:11]1.C(N(CC)CC)C. (3) The reactants are: [CH2:1]([S:8][CH:9]1[CH:13]([OH:14])[CH2:12][N:11](C(OC(C)(C)C)=O)[CH2:10]1)[C:2]1[CH:7]=[CH:6][CH:5]=[CH:4][CH:3]=1.[ClH:22]. Given the product [ClH:22].[CH2:1]([S:8][CH:9]1[CH:13]([OH:14])[CH2:12][NH:11][CH2:10]1)[C:2]1[CH:3]=[CH:4][CH:5]=[CH:6][CH:7]=1, predict the reactants needed to synthesize it.